Dataset: Forward reaction prediction with 1.9M reactions from USPTO patents (1976-2016). Task: Predict the product of the given reaction. (1) Given the reactants Cl.C(OC(=O)[NH:8][C:9]1[CH:14]=[CH:13][CH:12]=[CH:11][C:10]=1[NH:15][C:16](=[O:35])/[CH:17]=[CH:18]/[C:19]1[CH:20]=[N:21][N:22]([CH2:24][CH2:25][O:26][C:27]2[CH:32]=[C:31]([F:33])[CH:30]=[C:29]([Cl:34])[CH:28]=2)[CH:23]=1)(C)(C)C, predict the reaction product. The product is: [NH2:8][C:9]1[CH:14]=[CH:13][CH:12]=[CH:11][C:10]=1[NH:15][C:16](=[O:35])/[CH:17]=[CH:18]/[C:19]1[CH:20]=[N:21][N:22]([CH2:24][CH2:25][O:26][C:27]2[CH:32]=[C:31]([F:33])[CH:30]=[C:29]([Cl:34])[CH:28]=2)[CH:23]=1. (2) Given the reactants [Na].[N:2]1([C:8]2[CH:13]=[CH:12][C:11]([C:14](=[O:16])[CH3:15])=[CH:10][CH:9]=2)[CH2:7][CH2:6][CH2:5][CH2:4][CH2:3]1.[C:17](OCC)(=[O:23])[C:18]([O:20][CH2:21][CH3:22])=[O:19].CCCCCC, predict the reaction product. The product is: [O:23]=[C:17]([CH2:15][C:14](=[O:16])[C:11]1[CH:12]=[CH:13][C:8]([N:2]2[CH2:7][CH2:6][CH2:5][CH2:4][CH2:3]2)=[CH:9][CH:10]=1)[C:18]([O:20][CH2:21][CH3:22])=[O:19]. (3) The product is: [Br:24][C:4]1[N:5]([C:17]2[CH:22]=[CH:21][C:20]([Cl:23])=[CH:19][CH:18]=2)[C:6]([C:7]2[C:8]([F:16])=[C:9]([CH:12]=[CH:13][C:14]=2[F:15])[C:10]#[N:11])=[C:2]([Cl:1])[N:3]=1. Given the reactants [Cl:1][C:2]1[N:3]=[CH:4][N:5]([C:17]2[CH:22]=[CH:21][C:20]([Cl:23])=[CH:19][CH:18]=2)[C:6]=1[C:7]1[C:8]([F:16])=[C:9]([CH:12]=[CH:13][C:14]=1[F:15])[C:10]#[N:11].[Br:24]N1C(=O)CCC1=O, predict the reaction product. (4) Given the reactants [Br-].[CH2:2]([P+](C1C=CC=CC=1)(C1C=CC=CC=1)C1C=CC=CC=1)[C:3]1[CH:8]=[CH:7][CH:6]=[CH:5][CH:4]=1.[Li]CCCC.[CH3:33][O:34][C:35]([C@@H:37]1[C@@H:41]([CH:42]=O)[CH2:40][N:39]([C:44]([O:46][C:47]([CH3:50])([CH3:49])[CH3:48])=[O:45])[CH2:38]1)=[O:36].[NH4+].[Cl-], predict the reaction product. The product is: [CH3:33][O:34][C:35]([C@@H:37]1[C@@H:41]([CH:42]=[CH:2][C:3]2[CH:4]=[CH:5][CH:6]=[CH:7][CH:8]=2)[CH2:40][N:39]([C:44]([O:46][C:47]([CH3:48])([CH3:50])[CH3:49])=[O:45])[CH2:38]1)=[O:36]. (5) Given the reactants S(Cl)([Cl:3])=O.[NH2:5][CH:6]1[CH2:11][CH2:10][CH:9]([C:12]([O-:14])=[O:13])[CH2:8][CH2:7]1.[CH3:15]O, predict the reaction product. The product is: [ClH:3].[NH2:5][CH:6]1[CH2:11][CH2:10][CH:9]([C:12]([O:14][CH3:15])=[O:13])[CH2:8][CH2:7]1. (6) Given the reactants [F:1][C:2]1[N:7]2[CH:8]=[C:9]([CH2:11][N:12]([CH3:23])[C@@H:13]3[C:22]4[N:21]=[CH:20][CH:19]=[CH:18][C:17]=4[CH2:16][CH2:15][CH2:14]3)[N:10]=[C:6]2[CH:5]=[CH:4][CH:3]=1.[Br:24]N1C(=O)CCC1=O, predict the reaction product. The product is: [Br:24][C:8]1[N:7]2[C:2]([F:1])=[CH:3][CH:4]=[CH:5][C:6]2=[N:10][C:9]=1[CH2:11][N:12]([CH3:23])[C@@H:13]1[C:22]2[N:21]=[CH:20][CH:19]=[CH:18][C:17]=2[CH2:16][CH2:15][CH2:14]1. (7) Given the reactants [CH3:1][C:2]1[O:7][C:5](=[O:6])[CH2:4][CH:3]=1.[CH2:8]([OH:10])[CH3:9], predict the reaction product. The product is: [C:5]([O:7][CH2:2][CH3:1])(=[O:6])[CH2:4][CH2:3][C:8]([CH3:9])=[O:10]. (8) Given the reactants N([O-])=O.[Na+].[NH2:5][C:6]1[C:11]([OH:12])=[CH:10][CH:9]=[C:8]([CH3:13])[CH:7]=1.[N-:14]=[N+:15]=[N-].[Na+], predict the reaction product. The product is: [N:5]([C:6]1[C:11]([OH:12])=[CH:10][CH:9]=[C:8]([CH3:13])[CH:7]=1)=[N+:14]=[N-:15]. (9) Given the reactants [Br:1][C:2]1[CH:9]=[C:8]([CH3:10])[CH:7]=[CH:6][C:3]=1[CH:4]=[O:5].[N+:11]([O-])([OH:13])=[O:12], predict the reaction product. The product is: [Br:1][C:2]1[CH:9]=[C:8]([CH3:10])[C:7]([N+:11]([O-:13])=[O:12])=[CH:6][C:3]=1[CH:4]=[O:5].